Dataset: Reaction yield outcomes from USPTO patents with 853,638 reactions. Task: Predict the reaction yield, written as a fraction of the theoretical maximum amount of product (1.0 means a 100% yield; for example, 0.34 means a 34% yield). (1) The reactants are [F:1][C:2]1[CH:7]=[CH:6][C:5]([N:8]2[C:12]([C:13]3[CH:23]=[CH:22][C:16]4[O:17][CH2:18][C:19](=[O:21])[NH:20][C:15]=4[CH:14]=3)=[CH:11][C:10]([CH:24]=[O:25])=[N:9]2)=[CH:4][CH:3]=1.C[Si](C)(C)[C:28]([F:31])([F:30])[F:29].[F-].C([N+](CCCC)(CCCC)CCCC)CCC. The catalyst is C1COCC1. The product is [F:1][C:2]1[CH:7]=[CH:6][C:5]([N:8]2[C:12]([C:13]3[CH:23]=[CH:22][C:16]4[O:17][CH2:18][C:19](=[O:21])[NH:20][C:15]=4[CH:14]=3)=[CH:11][C:10]([CH:24]([OH:25])[C:28]([F:31])([F:30])[F:29])=[N:9]2)=[CH:4][CH:3]=1. The yield is 0.490. (2) The reactants are [C:1]([O:5][C:6](=[O:29])[NH:7][CH:8]1[C:14]([CH3:16])([CH3:15])[CH:13]=[CH:12][CH2:11][N:10]([CH2:17][C:18]2[CH:23]=[CH:22][C:21]([O:24][CH3:25])=[CH:20][C:19]=2[O:26][CH3:27])[C:9]1=[O:28])([CH3:4])([CH3:3])[CH3:2]. The catalyst is CO.[Pd]. The product is [C:1]([O:5][C:6](=[O:29])[NH:7][CH:8]1[C:14]([CH3:16])([CH3:15])[CH2:13][CH2:12][CH2:11][N:10]([CH2:17][C:18]2[CH:23]=[CH:22][C:21]([O:24][CH3:25])=[CH:20][C:19]=2[O:26][CH3:27])[C:9]1=[O:28])([CH3:2])([CH3:3])[CH3:4]. The yield is 0.840. (3) The reactants are CC(C)([O-])C.[K+].C(OP([CH2:15][C:16]1[CH:21]=[CH:20][C:19]([C:22]([F:25])([F:24])[F:23])=[CH:18][CH:17]=1)(=O)OCC)C.[C:26]([O:30][C:31]([N:33]1[CH2:38][CH2:37][CH:36]([CH2:39][CH:40]=O)[CH2:35][CH2:34]1)=[O:32])([CH3:29])([CH3:28])[CH3:27].O. The catalyst is O1CCCC1. The product is [C:26]([O:30][C:31]([N:33]1[CH2:38][CH2:37][CH:36]([CH2:39]/[CH:40]=[CH:15]/[C:16]2[CH:17]=[CH:18][C:19]([C:22]([F:23])([F:24])[F:25])=[CH:20][CH:21]=2)[CH2:35][CH2:34]1)=[O:32])([CH3:29])([CH3:28])[CH3:27]. The yield is 0.470. (4) The reactants are [NH2:1][C:2]1[CH:15]=[CH:14][CH:13]=[CH:12][C:3]=1[C:4]([C:6]1[CH:11]=[CH:10][CH:9]=[CH:8][CH:7]=1)=O.[OH:16][C:17]1[CH:22]=[CH:21][C:20]([C:23](=O)[CH3:24])=[CH:19][CH:18]=1.C(O)(=O)CC(CC(O)=O)(C(O)=O)O. The catalyst is C(Cl)Cl. The product is [C:6]1([C:4]2[C:3]3[C:2](=[CH:15][CH:14]=[CH:13][CH:12]=3)[N:1]=[C:23]([C:20]3[CH:21]=[CH:22][C:17]([OH:16])=[CH:18][CH:19]=3)[CH:24]=2)[CH:11]=[CH:10][CH:9]=[CH:8][CH:7]=1. The yield is 0.230. (5) The reactants are [H-].[Na+].[C:3]([O:7][C:8](=[O:16])[NH:9][C:10]1[N:11]([CH3:15])[CH:12]=[CH:13][N:14]=1)([CH3:6])([CH3:5])[CH3:4].I[CH3:18]. The catalyst is CN(C)C=O. The product is [C:3]([O:7][C:8](=[O:16])[N:9]([CH3:18])[C:10]1[N:11]([CH3:15])[CH:12]=[CH:13][N:14]=1)([CH3:6])([CH3:5])[CH3:4]. The yield is 0.420.